Dataset: Experimentally validated miRNA-target interactions with 360,000+ pairs, plus equal number of negative samples. Task: Binary Classification. Given a miRNA mature sequence and a target amino acid sequence, predict their likelihood of interaction. (1) The miRNA is hsa-miR-106a-5p with sequence AAAAGUGCUUACAGUGCAGGUAG. The protein sequence of the target gene is MTFEDVAVEFSQWEWGQLNPAQKDLYREVMLENFRNLAILGLLVSKPYVICQLEEGGEPFMVEREISTGAHSDWKRRSKSKESMPSWGISKEELFQVVSVEKHIQDVLQFSKLKAACGCDGQLEMQQIKQERHLKQMSTIHKSATTLSRDYKWNGFGRSLGLRSVLVNQHSILMGEGSYKCDTEFRQTLGGNNSQRTHPEKKSCKCNECGKSFHFQSELRRHQRCHTGEKPYECSDCGRAFGHISSLIKHQRTHTGEKPYECSECGRAFSQSSSLVLHYRFHTGEKPYKCNECGRAFGHT.... Result: 1 (interaction). (2) The miRNA is hsa-miR-4525 with sequence GGGGGGAUGUGCAUGCUGGUU. The protein sequence of the target gene is MLSFVDTRTLLLLAVTLCLATCQSLQEETVRKGPAGDRGPRGERGPPGPPGRDGEDGPTGPPGPPGPPGPPGLGGNFAAQYDGKGVGLGPGPMGLMGPRGPPGAAGAPGPQGFQGPAGEPGEPGQTGPAGARGPAGPPGKAGEDGHPGKPGRPGERGVVGPQGARGFPGTPGLPGFKGIRGHNGLDGLKGQPGAPGVKGEPGAPGENGTPGQTGARGLPGERGRVGAPGPAGARGSDGSVGPVGPAGPIGSAGPPGFPGAPGPKGEIGAVGNAGPAGPAGPRGEVGLPGLSGPVGPPGNP.... Result: 1 (interaction). (3) The miRNA is hsa-miR-199b-3p with sequence ACAGUAGUCUGCACAUUGGUUA. The protein sequence of the target gene is MKWKALFTAAILQAQLPITEAQSFGLLDPKLCYLLDGILFIYGVILTALFLRVKFSRSADAPAYQQGQNQLYNELNLGRREEYDVLDKRRGRDPEMGGKPQRRKNPQEGLYNELQKDKMAEAYSEIGMKGERRRGKGHDGLYQGLSTATKDTYDALHMQALPPR. Result: 0 (no interaction).